From a dataset of Full USPTO retrosynthesis dataset with 1.9M reactions from patents (1976-2016). Predict the reactants needed to synthesize the given product. (1) The reactants are: [NH2:1][C:2]1[CH:7]=[CH:6][CH:5]=[CH:4][C:3]=1[C:8]1[CH:9]=[N:10][C:11]2[N:12]([N:14]=[C:15]([C:19]3[CH:24]=[CH:23][C:22]([O:25][C:26]4[CH:31]=[CH:30][CH:29]=[CH:28][CH:27]=4)=[CH:21][CH:20]=3)[C:16]=2[C:17]#[N:18])[CH:13]=1.[BH4-].[Na+].O. Given the product [NH2:1][C:2]1[CH:7]=[CH:6][CH:5]=[CH:4][C:3]=1[C:8]1[CH2:9][NH:10][C:11]2[N:12]([N:14]=[C:15]([C:19]3[CH:24]=[CH:23][C:22]([O:25][C:26]4[CH:31]=[CH:30][CH:29]=[CH:28][CH:27]=4)=[CH:21][CH:20]=3)[C:16]=2[C:17]#[N:18])[CH:13]=1, predict the reactants needed to synthesize it. (2) Given the product [CH3:26][C:24]1[CH:23]=[CH:22][C:5]2=[C:6]3[C:11](=[C:2]([NH2:1])[N:3]=[C:4]2[CH:25]=1)[N:10]=[CH:9][C:8]([CH2:12][CH2:13][C:14]1[CH:15]=[CH:16][C:17]([CH2:18][N:27]2[CH2:31][CH2:30][CH2:29][CH2:28]2)=[CH:20][CH:21]=1)=[CH:7]3, predict the reactants needed to synthesize it. The reactants are: [NH2:1][C:2]1[C:11]2[N:10]=[CH:9][C:8]([CH2:12][CH2:13][C:14]3[CH:21]=[CH:20][C:17]([CH:18]=O)=[CH:16][CH:15]=3)=[CH:7][C:6]=2[C:5]2[CH:22]=[CH:23][C:24]([CH3:26])=[CH:25][C:4]=2[N:3]=1.[NH:27]1[CH2:31][CH2:30][CH2:29][CH2:28]1.C(O)(C(F)(F)F)=O. (3) The reactants are: O[C:2]1[C:7]([C:8]([O:10][CH2:11][CH3:12])=[O:9])=[CH:6][N:5]=[C:4]([N:13]2[CH2:18][CH2:17][O:16][CH2:15][CH2:14]2)[N:3]=1.P(Cl)(Cl)([Cl:21])=O. Given the product [Cl:21][C:2]1[C:7]([C:8]([O:10][CH2:11][CH3:12])=[O:9])=[CH:6][N:5]=[C:4]([N:13]2[CH2:18][CH2:17][O:16][CH2:15][CH2:14]2)[N:3]=1, predict the reactants needed to synthesize it. (4) Given the product [NH2:13][C:8]1[N:7]=[C:6]([NH2:14])[C:5]2[C:10](=[N:11][CH:12]=[C:3]([CH2:2][NH:15][C:16]3[CH:17]=[CH:18][C:19]([CH2:22][C:23]([O:25][C:26]([CH3:29])([CH3:28])[CH3:27])=[O:24])=[CH:20][CH:21]=3)[N:4]=2)[N:9]=1, predict the reactants needed to synthesize it. The reactants are: Br[CH2:2][C:3]1[N:4]=[C:5]2[C:10](=[N:11][CH:12]=1)[N:9]=[C:8]([NH2:13])[N:7]=[C:6]2[NH2:14].[NH2:15][C:16]1[CH:21]=[CH:20][C:19]([CH2:22][C:23]([O:25][C:26]([CH3:29])([CH3:28])[CH3:27])=[O:24])=[CH:18][CH:17]=1.C([O-])([O-])=O.[K+].[K+]. (5) Given the product [CH:1]([N:4]1[C:12]2[CH:11]=[C:10]([NH:13][C:14]3[CH:19]=[CH:18][N:17]=[C:16]([N:20]4[CH2:25][CH2:24][CH:23]([O:26][CH3:27])[CH2:22][CH2:21]4)[N:15]=3)[N:9]=[CH:8][C:7]=2[C:6]([C:28]#[N:30])=[CH:5]1)([CH3:3])[CH3:2], predict the reactants needed to synthesize it. The reactants are: [CH:1]([N:4]1[C:12]2[CH:11]=[C:10]([NH:13][C:14]3[CH:19]=[CH:18][N:17]=[C:16]([N:20]4[CH2:25][CH2:24][CH:23]([O:26][CH3:27])[CH2:22][CH2:21]4)[N:15]=3)[N:9]=[CH:8][C:7]=2[C:6]([C:28]([NH2:30])=O)=[CH:5]1)([CH3:3])[CH3:2]. (6) Given the product [Cl:1][C:2]1[CH:7]=[CH:6][C:5]([CH2:8][CH:9]([NH:14][CH:21]=[O:22])[C:10]([CH3:11])([CH3:12])[CH3:13])=[CH:4][C:3]=1[O:15][CH2:16][CH2:17][CH2:18][O:19][CH3:20], predict the reactants needed to synthesize it. The reactants are: [Cl:1][C:2]1[CH:7]=[CH:6][C:5]([CH2:8][CH:9]([NH2:14])[C:10]([CH3:13])([CH3:12])[CH3:11])=[CH:4][C:3]=1[O:15][CH2:16][CH2:17][CH2:18][O:19][CH3:20].[CH:21](O)=[O:22]. (7) Given the product [CH:1]([O:4][C:5]([C:7]1[C:12](=[O:13])[N:11]([CH2:14][C:15]2[CH:20]=[CH:19][CH:18]=[C:17]([F:21])[CH:16]=2)[C:10]2[CH:22]=[CH:23][S:24][C:9]=2[C:8]=1[Cl:49])=[O:6])([CH3:3])[CH3:2], predict the reactants needed to synthesize it. The reactants are: [CH:1]([O:4][C:5]([C:7]1[C:12](=[O:13])[N:11]([CH2:14][C:15]2[CH:20]=[CH:19][CH:18]=[C:17]([F:21])[CH:16]=2)[C:10]2[CH:22]=[CH:23][S:24][C:9]=2[C:8]=1O)=[O:6])([CH3:3])[CH3:2].C(OC(C1C(=O)N(CC2C=CC=C(F)C=2)C2C=CSC=2C=1[Cl:49])=O)C. (8) Given the product [CH2:1]([C:8]1[N:13]=[N:12][C:11]([N:14]2[CH2:19][CH2:18][N:17]([C:20]3[CH:25]=[N:24][C:33]([C:32]([OH:36])([CH3:35])[CH2:34][OH:42])=[CH:22][N:21]=3)[C@H:16]([CH3:29])[CH2:15]2)=[C:10]([CH3:30])[C:9]=1[CH3:31])[C:2]1[CH:7]=[CH:6][CH:5]=[CH:4][CH:3]=1, predict the reactants needed to synthesize it. The reactants are: [CH2:1]([C:8]1[N:13]=[N:12][C:11]([N:14]2[CH2:19][CH2:18][N:17]([C:20]3[CH:25]=[N:24]C(C(C)=C)=[CH:22][N:21]=3)[C@H:16]([CH3:29])[CH2:15]2)=[C:10]([CH3:30])[C:9]=1[CH3:31])[C:2]1[CH:7]=[CH:6][CH:5]=[CH:4][CH:3]=1.[C:32]([OH:36])([CH3:35])([CH3:34])[CH3:33].O.C[N+]1([O-])CC[O:42]CC1.